Dataset: Reaction yield outcomes from USPTO patents with 853,638 reactions. Task: Predict the reaction yield, written as a fraction of the theoretical maximum amount of product (1.0 means a 100% yield; for example, 0.34 means a 34% yield). (1) The reactants are [OH:1][C:2]1[CH:9]=[C:8]([N+:10]([O-:12])=[O:11])[CH:7]=[CH:6][C:3]=1[C:4]#[N:5].C([O-])([O-])=O.[Cs+].[Cs+].Br[CH2:20][CH2:21][NH:22][C:23](=[O:29])[O:24][C:25]([CH3:28])([CH3:27])[CH3:26]. The catalyst is CN(C=O)C. The product is [C:4]([C:3]1[CH:6]=[CH:7][C:8]([N+:10]([O-:12])=[O:11])=[CH:9][C:2]=1[O:1][CH2:20][CH2:21][NH:22][C:23](=[O:29])[O:24][C:25]([CH3:28])([CH3:27])[CH3:26])#[N:5]. The yield is 0.427. (2) The product is [C:30]([C:2]1[CH:3]=[C:4]([CH:8]([C:23]2([OH:29])[CH2:24][CH2:25][CH2:26][CH2:27][CH2:28]2)[CH2:9][N:10]2[CH2:15][CH2:14][N:13]([C:16]([O:18][C:19]([CH3:20])([CH3:22])[CH3:21])=[O:17])[CH2:12][CH2:11]2)[CH:5]=[CH:6][CH:7]=1)#[N:31]. The catalyst is [C-]#N.[Zn+2].[C-]#N.C1C=CC(/C=C/C(/C=C/C2C=CC=CC=2)=O)=CC=1.C1C=CC(/C=C/C(/C=C/C2C=CC=CC=2)=O)=CC=1.C1C=CC(/C=C/C(/C=C/C2C=CC=CC=2)=O)=CC=1.[Pd].[Pd].C1(P(C2C=CC=CC=2)[C-]2C=CC=C2)C=CC=CC=1.[C-]1(P(C2C=CC=CC=2)C2C=CC=CC=2)C=CC=C1.[Fe+2].[Zn]. The reactants are Br[C:2]1[CH:3]=[C:4]([CH:8]([C:23]2([OH:29])[CH2:28][CH2:27][CH2:26][CH2:25][CH2:24]2)[CH2:9][N:10]2[CH2:15][CH2:14][N:13]([C:16]([O:18][C:19]([CH3:22])([CH3:21])[CH3:20])=[O:17])[CH2:12][CH2:11]2)[CH:5]=[CH:6][CH:7]=1.[CH3:30][N:31](C)C=O. The yield is 0.840. (3) The reactants are [ClH:1].O1CCOCC1.OC(C(F)(F)F)=O.OC(C(F)(F)F)=O.[CH3:22][O:23][C:24]1[CH:53]=[CH:52][C:27]2[N:28]=[C:29]([N:31]3[CH2:36][CH2:35][N:34](C(OC(C)(C)C)=O)[CH2:33][CH:32]3[CH2:44][O:45][C:46]3[CH:47]=[N:48][CH:49]=[CH:50][CH:51]=3)[O:30][C:26]=2[CH:25]=1. The catalyst is CO. The product is [ClH:1].[CH3:22][O:23][C:24]1[CH:53]=[CH:52][C:27]2[N:28]=[C:29]([N:31]3[CH2:36][CH2:35][NH:34][CH2:33][CH:32]3[CH2:44][O:45][C:46]3[CH:47]=[N:48][CH:49]=[CH:50][CH:51]=3)[O:30][C:26]=2[CH:25]=1. The yield is 0.440. (4) The reactants are Br[C:2]1[C:3]([N:17]2[CH2:22][CH2:21][O:20][CH2:19][CH2:18]2)=[N:4][C:5]([NH:8][C:9]2[CH:14]=[CH:13][C:12]([F:15])=[C:11]([Cl:16])[CH:10]=2)=[N:6][CH:7]=1.B(O)O.B(O)O.[OH:29]C(C(O)(C)C)(C)C.[CH:37]1(P(C2CCCCC2)C2C=CC=CC=2C2C(C(C)C)=CC(C(C)C)=CC=2C(C)C)C[CH2:41][CH2:40][CH2:39][CH2:38]1.[C:71](=[O:74])([O-])[O-:72].[Na+].[Na+].[C:77]([O:80][CH2:81][CH3:82])(=O)[CH3:78]. The catalyst is C1C=CC(/C=C/C(/C=C/C2C=CC=CC=2)=O)=CC=1.C1C=CC(/C=C/C(/C=C/C2C=CC=CC=2)=O)=CC=1.C1C=CC(/C=C/C(/C=C/C2C=CC=CC=2)=O)=CC=1.[Pd].[Pd].C(#N)C.O. The product is [Cl:16][C:11]1[CH:10]=[C:9]([NH:8][C:5]2[N:4]=[C:3]([N:17]3[CH2:22][CH2:21][O:20][CH2:19][CH2:18]3)[C:2]([C:38]3[CH:39]=[C:40]4[C:77](=[CH:78][CH:37]=3)[O:80][CH:81]=[C:82]([C:71]([OH:72])=[O:74])[C:41]4=[O:29])=[CH:7][N:6]=2)[CH:14]=[CH:13][C:12]=1[F:15]. The yield is 0.290. (5) The reactants are [CH:1]1([S:4]([C:7]2[CH:12]=[CH:11][C:10]([CH:13]([CH2:37][CH:38]3[CH2:43][CH2:42][O:41][CH2:40][CH2:39]3)[C:14](=O)[CH2:15][CH2:16][C:17]([C:19]3[N:24]=[CH:23][C:22]([CH:25]([C:31]([O:33][CH2:34][CH3:35])=[O:32])[C:26]([O:28][CH2:29][CH3:30])=[O:27])=[CH:21][CH:20]=3)=O)=[CH:9][CH:8]=2)(=[O:6])=[O:5])[CH2:3][CH2:2]1.C([O-])(=O)C.[NH4+:48]. The catalyst is C(O)(=O)C.C(OCC)(=O)C. The product is [CH:1]1([S:4]([C:7]2[CH:12]=[CH:11][C:10]([CH:13]([C:14]3[NH:48][C:17]([C:19]4[N:24]=[CH:23][C:22]([CH:25]([C:26]([O:28][CH2:29][CH3:30])=[O:27])[C:31]([O:33][CH2:34][CH3:35])=[O:32])=[CH:21][CH:20]=4)=[CH:16][CH:15]=3)[CH2:37][CH:38]3[CH2:43][CH2:42][O:41][CH2:40][CH2:39]3)=[CH:9][CH:8]=2)(=[O:5])=[O:6])[CH2:3][CH2:2]1. The yield is 0.830.